This data is from Catalyst prediction with 721,799 reactions and 888 catalyst types from USPTO. The task is: Predict which catalyst facilitates the given reaction. (1) Reactant: [Cl:1][C:2]1[CH:3]=[C:4]([NH:10][C:11]2[CH:16]=[CH:15][C:14]([CH:17]3[CH2:22][CH2:21][NH:20][CH2:19][CH2:18]3)=[CH:13][N:12]=2)[C:5](=[O:9])[N:6]([CH3:8])[N:7]=1.[CH3:23][C:24]([CH3:26])=O.C([BH3-])#N.[Na+].C(O)(=O)C. Product: [Cl:1][C:2]1[CH:3]=[C:4]([NH:10][C:11]2[CH:16]=[CH:15][C:14]([CH:17]3[CH2:22][CH2:21][N:20]([CH:24]([CH3:26])[CH3:23])[CH2:19][CH2:18]3)=[CH:13][N:12]=2)[C:5](=[O:9])[N:6]([CH3:8])[N:7]=1. The catalyst class is: 92. (2) Reactant: [CH3:1][O:2][C:3]1[CH:8]=[CH:7][CH:6]=[CH:5][C:4]=1[C:9]1[C:14]([NH2:15])=[CH:13][CH:12]=[CH:11][N:10]=1.Cl[C:17]1[C:26]2[C:21](=[CH:22][C:23]([F:28])=[CH:24][C:25]=2[F:27])[N:20]=[C:19]([C:29]2[CH:34]=[CH:33][CH:32]=[CH:31][N:30]=2)[C:18]=1[CH3:35].C1(P(C2CCCCC2)C2(C(C)C)CC(C(C)C)=CC(C(C)C)=C2C2C=CC=CC=2)CCCCC1.CC(C)([O-])C.[Na+]. Product: [F:27][C:25]1[CH:24]=[C:23]([F:28])[CH:22]=[C:21]2[C:26]=1[C:17]([NH:15][C:14]1[C:9]([C:4]3[CH:5]=[CH:6][CH:7]=[CH:8][C:3]=3[O:2][CH3:1])=[N:10][CH:11]=[CH:12][CH:13]=1)=[C:18]([CH3:35])[C:19]([C:29]1[CH:34]=[CH:33][CH:32]=[CH:31][N:30]=1)=[N:20]2. The catalyst class is: 101. (3) Reactant: [CH3:1][O:2][C:3]([C:5]1[CH:10]=[CH:9][C:8]([N:11]([CH3:30])[S:12]([C:15]2[CH:16]=[C:17]([CH:27]=[CH:28][CH:29]=2)[C:18]([O:20]CC[Si](C)(C)C)=[O:19])(=[O:14])=[O:13])=[CH:7][CH:6]=1)=[O:4].CCCC[N+](CCCC)(CCCC)CCCC.[F-].Cl. Product: [CH3:1][O:2][C:3]([C:5]1[CH:6]=[CH:7][C:8]([N:11]([CH3:30])[S:12]([C:15]2[CH:16]=[C:17]([CH:27]=[CH:28][CH:29]=2)[C:18]([OH:20])=[O:19])(=[O:13])=[O:14])=[CH:9][CH:10]=1)=[O:4]. The catalyst class is: 1. (4) Reactant: C(O)(=O)C.C(O)(=O)C.IC1C=CC=CC=1.C(#[N:18])C.O.[CH2:20]([O:27][C:28]([NH:30][C@H:31]([CH2:35]C(N)=O)[C:32]([OH:34])=[O:33])=[O:29])[C:21]1[CH:26]=[CH:25][CH:24]=[CH:23][CH:22]=1. Product: [CH2:20]([O:27][C:28]([NH:30][C@@H:31]([C:32]([OH:34])=[O:33])[CH2:35][NH2:18])=[O:29])[C:21]1[CH:22]=[CH:23][CH:24]=[CH:25][CH:26]=1. The catalyst class is: 13. (5) Reactant: Br[CH2:2][CH:3]1[O:8][C:7]2[CH:9]=[CH:10][CH:11]=[CH:12][C:6]=2[O:5][CH2:4]1.[NH:13]1[CH2:18][CH2:17][CH2:16][CH:15]([C:19]2[CH:20]=[C:21]([OH:25])[CH:22]=[CH:23][CH:24]=2)[CH2:14]1.Br. Product: [O:8]1[C:7]2[CH:9]=[CH:10][CH:11]=[CH:12][C:6]=2[O:5][CH2:4][CH:3]1[CH2:2][N:13]1[CH2:18][CH2:17][CH2:16][CH:15]([C:19]2[CH:20]=[C:21]([OH:25])[CH:22]=[CH:23][CH:24]=2)[CH2:14]1. The catalyst class is: 10.